Dataset: Catalyst prediction with 721,799 reactions and 888 catalyst types from USPTO. Task: Predict which catalyst facilitates the given reaction. (1) Reactant: C([O:9][CH:10]1[CH2:15][CH2:14][CH2:13][C:12]([F:17])([F:16])[CH2:11]1)(=O)C1C=CC=CC=1.[OH-].[Na+].O. Product: [F:16][C:12]1([F:17])[CH2:13][CH2:14][CH2:15][CH:10]([OH:9])[CH2:11]1. The catalyst class is: 8. (2) Reactant: [CH2:1]([NH:3][CH:4]([CH3:13])[C:5]([C:7]1[CH:12]=[CH:11][CH:10]=[CH:9][CH:8]=1)=[O:6])[CH3:2].[CH3:14][N:15]1[CH:19]=[C:18]([S:20](Cl)(=[O:22])=[O:21])[N:17]=[CH:16]1.CCN(CC)CC. Product: [CH2:1]([N:3]([CH:4]([CH3:13])[C:5](=[O:6])[C:7]1[CH:12]=[CH:11][CH:10]=[CH:9][CH:8]=1)[S:20]([C:18]1[N:17]=[CH:16][N:15]([CH3:14])[CH:19]=1)(=[O:22])=[O:21])[CH3:2]. The catalyst class is: 154. (3) Reactant: [OH:1][C:2]1[CH:7]=[C:6]([OH:8])[CH:5]=[CH:4][C:3]=1/C(=N\O)/C.P(Cl)(Cl)(Cl)=O.C(=O)([O-])O.[Na+].[C:23](#[N:25])[CH3:24]. Product: [CH3:24][C:23]1[O:1][C:2]2[CH:7]=[C:6]([OH:8])[CH:5]=[CH:4][C:3]=2[N:25]=1. The catalyst class is: 44. (4) Reactant: [Br:1][C:2]1[C:3]([CH3:11])=[C:4]([CH:8]=[CH:9][CH:10]=1)[C:5](O)=[O:6]. Product: [Br:1][C:2]1[C:3]([CH3:11])=[C:4]([CH2:5][OH:6])[CH:8]=[CH:9][CH:10]=1. The catalyst class is: 1. (5) Reactant: [NH2:1][C:2]1[CH:3]=[C:4]2[C:8](=[CH:9][CH:10]=1)[NH:7][N:6]=[C:5]2[C:11]#[N:12].[F:13][C:14]1[CH:15]=[C:16]([S:20](Cl)(=[O:22])=[O:21])[CH:17]=[CH:18][CH:19]=1. Product: [C:11]([C:5]1[C:4]2[C:8](=[CH:9][CH:10]=[C:2]([NH:1][S:20]([C:16]3[CH:17]=[CH:18][CH:19]=[C:14]([F:13])[CH:15]=3)(=[O:22])=[O:21])[CH:3]=2)[NH:7][N:6]=1)#[N:12]. The catalyst class is: 17. (6) Reactant: Br[CH2:2][C:3]([NH:5][C:6]1[S:10][C:9]2[CH2:11][CH2:12][CH2:13][CH2:14][C:8]=2[C:7]=1[C:15]([NH:17][CH2:18][CH2:19][OH:20])=[O:16])=[O:4].C(=O)([O-])[O-].[K+].[K+].[F:27][C:28]([F:37])([F:36])[C:29]1[C:33]([CH:34]=[O:35])=[CH:32][NH:31][N:30]=1.Cl. Product: [CH:34]([C:33]1[C:29]([C:28]([F:37])([F:27])[F:36])=[N:30][N:31]([CH2:2][C:3]([NH:5][C:6]2[S:10][C:9]3[CH2:11][CH2:12][CH2:13][CH2:14][C:8]=3[C:7]=2[C:15]([NH:17][CH2:18][CH2:19][OH:20])=[O:16])=[O:4])[CH:32]=1)=[O:35]. The catalyst class is: 18. (7) Reactant: [O:1]=[O+][O-].[Cl:4][C:5]1[CH:10]=[CH:9][C:8]([C:11]2[N:16]=[C:15]([NH:17][CH2:18][C:19]3[O:20]C=CC=3)[C:14]([CH2:24][C:25](C)=[CH2:26])=[C:13]([C:28]([O:30][CH3:31])=[O:29])[N:12]=2)=[CH:7][C:6]=1[F:32]. Product: [C:19]([CH2:18][N:17]1[C:15]2[N:16]=[C:11]([C:8]3[CH:9]=[CH:10][C:5]([Cl:4])=[C:6]([F:32])[CH:7]=3)[N:12]=[C:13]([C:28]([O:30][CH3:31])=[O:29])[C:14]=2[CH:24]=[C:25]1[CH3:26])([OH:20])=[O:1]. The catalyst class is: 4.